This data is from Full USPTO retrosynthesis dataset with 1.9M reactions from patents (1976-2016). The task is: Predict the reactants needed to synthesize the given product. (1) The reactants are: [C:1]([O:4][C@H:5]1[C@H:10]([N:11]=[C:12]=[S:13])[C@@H:9]([O:14][C:15](=[O:17])[CH3:16])[C@H:8]([O:18][C:19](=[O:21])[CH3:20])[C@@H:7]([CH2:22][O:23][C:24](=[O:26])[CH3:25])[O:6]1)(=[O:3])[CH3:2].[N:27]([CH2:30][CH:31]=[CH2:32])=C=S. Given the product [C:1]([O:4][C@H:5]1[C@H:10]([NH:11][C:12]([NH:27][CH2:30][CH:31]=[CH2:32])=[S:13])[C@@H:9]([O:14][C:15](=[O:17])[CH3:16])[C@H:8]([O:18][C:19](=[O:21])[CH3:20])[C@@H:7]([CH2:22][O:23][C:24](=[O:26])[CH3:25])[O:6]1)(=[O:3])[CH3:2], predict the reactants needed to synthesize it. (2) Given the product [Cl:22][C:23]1[CH:28]=[CH:27][C:26]([Cl:29])=[CH:25][C:24]=1[C:2]1[N:6]2[C:7]3[N:8]=[C:9]([O:16][CH3:17])[CH:10]=[CH:11][C:12]=3[N:13]=[C:14]([CH3:15])[C:5]2=[C:4]([C:18]([F:21])([F:20])[F:19])[N:3]=1, predict the reactants needed to synthesize it. The reactants are: Br[C:2]1[N:6]2[C:7]3[C:12]([N:13]=[C:14]([CH3:15])[C:5]2=[C:4]([C:18]([F:21])([F:20])[F:19])[N:3]=1)=[CH:11][CH:10]=[C:9]([O:16][CH3:17])[N:8]=3.[Cl:22][C:23]1[CH:28]=[CH:27][C:26]([Cl:29])=[CH:25][C:24]=1B(O)O.